This data is from Catalyst prediction with 721,799 reactions and 888 catalyst types from USPTO. The task is: Predict which catalyst facilitates the given reaction. Reactant: C[O:2][C:3]1[CH:4]=[C:5]2[C:10](=[CH:11][CH:12]=1)[C:9]([O:13][C:14]1[CH:19]=[CH:18][C:17]([NH:20][S:21]([CH3:24])(=[O:23])=[O:22])=[CH:16][CH:15]=1)=[C:8]([C:25]1[CH:30]=[CH:29][CH:28]=[CH:27][CH:26]=1)[C:7]([CH3:31])=[CH:6]2.B(Br)(Br)Br.CCOC(C)=O. Product: [OH:2][C:3]1[CH:4]=[C:5]2[C:10](=[CH:11][CH:12]=1)[C:9]([O:13][C:14]1[CH:19]=[CH:18][C:17]([NH:20][S:21]([CH3:24])(=[O:23])=[O:22])=[CH:16][CH:15]=1)=[C:8]([C:25]1[CH:26]=[CH:27][CH:28]=[CH:29][CH:30]=1)[C:7]([CH3:31])=[CH:6]2. The catalyst class is: 2.